From a dataset of Ames mutagenicity test results for genotoxicity prediction. Regression/Classification. Given a drug SMILES string, predict its toxicity properties. Task type varies by dataset: regression for continuous values (e.g., LD50, hERG inhibition percentage) or binary classification for toxic/non-toxic outcomes (e.g., AMES mutagenicity, cardiotoxicity, hepatotoxicity). Dataset: ames. (1) The drug is C1CC2(CCO1)CO2. The result is 1 (mutagenic). (2) The drug is Oc1ccc(Cl)cc1. The result is 0 (non-mutagenic). (3) The drug is COC(=O)C1=C(C)NC(C)=C(C(=O)OCC=Cc2ccccc2)C1c1cccc([N+](=O)[O-])c1. The result is 0 (non-mutagenic). (4) The compound is Cc1cc2c(C(C)C)c(O)c(O)c(C=O)c2c(O)c1-c1c(C)cc2c(C(C)C)c(O)c(O)c(C=O)c2c1O. The result is 0 (non-mutagenic).